This data is from Full USPTO retrosynthesis dataset with 1.9M reactions from patents (1976-2016). The task is: Predict the reactants needed to synthesize the given product. (1) Given the product [Cl:28][C:23]1[CH:22]=[C:21]([CH:19]2[CH2:20][CH:18]2[C:16]([OH:17])=[O:15])[CH:26]=[CH:25][C:24]=1[O:27][CH2:2][C:3]1[C:4]([S:9][CH:10]([CH3:12])[CH3:11])=[N:5][CH:6]=[CH:7][CH:8]=1, predict the reactants needed to synthesize it. The reactants are: Cl[CH2:2][C:3]1[C:4]([S:9][CH:10]([CH3:12])[CH3:11])=[N:5][CH:6]=[CH:7][CH:8]=1.C([O:15][C:16]([CH:18]1[CH2:20][CH:19]1[C:21]1[CH:26]=[CH:25][C:24]([OH:27])=[C:23]([Cl:28])[CH:22]=1)=[O:17])C. (2) The reactants are: [CH3:1][C:2]1([CH3:19])[CH2:11][C:6]2([O:10][CH2:9][CH2:8][O:7]2)[CH2:5][CH:4]([C:12]([O:14][CH2:15][CH2:16][CH2:17][CH3:18])=[O:13])[O:3]1.CI.[Li+].[CH3:23]C([N-]C(C)C)C.[Li+].C[Si]([N-][Si](C)(C)C)(C)C.C[Si]([N-][Si](C)(C)C)(C)C.[K+]. Given the product [CH3:23][C:4]1([C:12]([O:14][CH2:15][CH2:16][CH2:17][CH3:18])=[O:13])[O:3][C:2]([CH3:19])([CH3:1])[CH2:11][C:6]2([O:10][CH2:9][CH2:8][O:7]2)[CH2:5]1, predict the reactants needed to synthesize it. (3) Given the product [C:11]1([CH:7]([C:1]2[CH:2]=[CH:3][CH:4]=[CH:5][CH:6]=2)[C:8]([NH:17][C@H:18]([C:20]([N:22]2[C:28](=[O:29])[CH:27]([CH3:30])[C:26]3[CH:31]=[CH:32][CH:33]=[CH:34][C:25]=3[C:24]3[C:35]([NH2:39])=[CH:36][CH:37]=[CH:38][C:23]2=3)=[O:21])[CH3:19])=[O:10])[CH:16]=[CH:15][CH:14]=[CH:13][CH:12]=1, predict the reactants needed to synthesize it. The reactants are: [C:1]1([CH:7]([C:11]2[CH:16]=[CH:15][CH:14]=[CH:13][CH:12]=2)[C:8]([OH:10])=O)[CH:6]=[CH:5][CH:4]=[CH:3][CH:2]=1.[NH2:17][C@H:18]([C:20]([N:22]1[C:28](=[O:29])[CH:27]([CH3:30])[C:26]2[CH:31]=[CH:32][CH:33]=[CH:34][C:25]=2[C:24]2[C:35]([NH2:39])=[CH:36][CH:37]=[CH:38][C:23]1=2)=[O:21])[CH3:19].